Dataset: Peptide-MHC class II binding affinity with 134,281 pairs from IEDB. Task: Regression. Given a peptide amino acid sequence and an MHC pseudo amino acid sequence, predict their binding affinity value. This is MHC class II binding data. (1) The peptide sequence is GELQIVDKIDAAFDI. The MHC is DRB1_0802 with pseudo-sequence DRB1_0802. The binding affinity (normalized) is 0.448. (2) The peptide sequence is AFKAAATAANAAPAN. The MHC is DRB1_0802 with pseudo-sequence DRB1_0802. The binding affinity (normalized) is 0.409.